Task: Predict the reaction yield, written as a fraction of the theoretical maximum amount of product (1.0 means a 100% yield; for example, 0.34 means a 34% yield).. Dataset: Reaction yield outcomes from USPTO patents with 853,638 reactions (1) The reactants are [Cl:1][C:2]1[CH:3]=[C:4]([CH:26]=[CH:27][CH:28]=1)[C:5]([NH:7][C:8]1[C:9]([N:16]2[CH2:21][CH2:20][CH:19]([CH2:22][C:23](O)=[O:24])[CH2:18][CH2:17]2)=[N:10][CH:11]=[C:12]([C:14]#[N:15])[CH:13]=1)=[O:6].[OH:29][CH:30]1[CH2:35][CH2:34][NH:33][CH2:32][CH2:31]1.F[B-](F)(F)F.N1(OC(N(C)C)=[N+](C)C)C2C=CC=CC=2N=N1.C(N(CC)CC)C. The catalyst is CN(C)C=O. The product is [Cl:1][C:2]1[CH:3]=[C:4]([CH:26]=[CH:27][CH:28]=1)[C:5]([NH:7][C:8]1[C:9]([N:16]2[CH2:21][CH2:20][CH:19]([CH2:22][C:23]([N:33]3[CH2:34][CH2:35][CH:30]([OH:29])[CH2:31][CH2:32]3)=[O:24])[CH2:18][CH2:17]2)=[N:10][CH:11]=[C:12]([C:14]#[N:15])[CH:13]=1)=[O:6]. The yield is 0.610. (2) The reactants are [C:1](/[C:3](=[N:10]\[O:11][CH2:12][C:13]1[N:18]=[C:17]([NH:19][C:20](=[O:26])OC(C)(C)C)[CH:16]=[CH:15][CH:14]=1)/[C:4]1[CH:9]=[CH:8][CH:7]=[CH:6][N:5]=1)#[N:2].[C:27](=O)([O-])[O-].[K+].[K+].Cl.[CH3:34][NH:35][OH:36].[CH3:37][CH:38]([OH:40])[CH3:39].O. No catalyst specified. The product is [OH:36][N:35]([CH3:34])[C:1](=[NH:2])/[C:3](=[N:10]\[O:11][CH2:12][C:13]1[N:18]=[C:17]([NH:19][C:20](=[O:26])[O:40][C:38]([CH3:27])([CH3:39])[CH3:37])[CH:16]=[CH:15][CH:14]=1)/[C:4]1[CH:9]=[CH:8][CH:7]=[CH:6][N:5]=1. The yield is 0.730. (3) The reactants are [H-].[Na+].[C:3](#[N:5])[CH3:4].[Br:6][C:7]1[N:12]=[C:11]([C:13]([O:15]CC)=O)[CH:10]=[CH:9][CH:8]=1. The catalyst is C1COCC1. The product is [Br:6][C:7]1[N:12]=[C:11]([C:13](=[O:15])[CH2:4][C:3]#[N:5])[CH:10]=[CH:9][CH:8]=1. The yield is 0.580. (4) The reactants are COC1C=CC(C[N:8]2[CH2:14][C:13]3[CH:15]=[C:16](/[CH:19]=[CH:20]/[C:21]([N:23]([CH3:35])[CH2:24][C:25]4[N:26]([CH3:34])[C:27]5[C:32]([CH:33]=4)=[CH:31][CH:30]=[CH:29][CH:28]=5)=[O:22])[CH:17]=[N:18][C:12]=3[NH:11][C:10](=[O:36])[CH2:9]2)=CC=1.ClC(OC(Cl)C)=O. The catalyst is ClC(Cl)C.CO.C(Cl)Cl. The product is [CH3:35][N:23]([CH2:24][C:25]1[N:26]([CH3:34])[C:27]2[C:32]([CH:33]=1)=[CH:31][CH:30]=[CH:29][CH:28]=2)[C:21](=[O:22])/[CH:20]=[CH:19]/[C:16]1[CH:17]=[N:18][C:12]2[NH:11][C:10](=[O:36])[CH2:9][NH:8][CH2:14][C:13]=2[CH:15]=1. The yield is 0.490.